Dataset: Forward reaction prediction with 1.9M reactions from USPTO patents (1976-2016). Task: Predict the product of the given reaction. (1) Given the reactants [CH3:1][C:2]([N+:8]([O-:10])=[O:9])([CH3:7])[CH2:3][CH2:4][CH2:5][I:6].[CH3:11][P:12]([CH3:14])[CH3:13].C1COCC1, predict the reaction product. The product is: [I-:6].[CH3:11][P+:12]([CH3:14])([CH3:13])[CH2:5][CH2:4][CH2:3][C:2]([CH3:7])([N+:8]([O-:10])=[O:9])[CH3:1]. (2) The product is: [CH3:23][N:22]1[CH2:9][CH2:3][CH2:4][CH2:5][C@@H:6]1[CH2:7][OH:27]. Given the reactants NN.[C:3]1([C:9]([N:22]=[C:23]=O)(C2C=CC=CC=2)C2C=CC=CC=2)C=[CH:7][CH:6]=[CH:5][CH:4]=1.CC[OH:27], predict the reaction product. (3) Given the reactants [C:1]([O:5][C:6]([N:8]1[CH2:13][CH:12]=[C:11]([C:14]2[C:22]3[C:17](=[CH:18][CH:19]=[C:20]([F:23])[CH:21]=3)[NH:16][CH:15]=2)[CH2:10][CH2:9]1)=[O:7])([CH3:4])([CH3:3])[CH3:2].[H-].[Na+].C[N:27](C=O)C, predict the reaction product. The product is: [C:1]([O:5][C:6]([N:8]1[CH2:9][CH:10]=[C:11]([C:14]2[C:22]3[C:17](=[CH:18][CH:19]=[C:20]([F:23])[CH:21]=3)[N:16]([NH2:27])[CH:15]=2)[CH2:12][CH2:13]1)=[O:7])([CH3:4])([CH3:2])[CH3:3]. (4) Given the reactants [Cl:1][C:2]1[CH:7]=[C:6]([O:8][C:9]([F:12])([F:11])[F:10])[CH:5]=[CH:4][C:3]=1[OH:13].[Cl:14]N1C(=O)CCC1=O, predict the reaction product. The product is: [Cl:1][C:2]1[CH:7]=[C:6]([O:8][C:9]([F:11])([F:12])[F:10])[CH:5]=[C:4]([Cl:14])[C:3]=1[OH:13].